This data is from Catalyst prediction with 721,799 reactions and 888 catalyst types from USPTO. The task is: Predict which catalyst facilitates the given reaction. (1) Reactant: Cl[CH2:2][CH2:3][CH2:4][S:5]([N:8]1[CH2:13][CH2:12][CH:11]([C:14]2[C:22]3[C:17](=[C:18]([C:30]([NH2:32])=[O:31])[CH:19]=[C:20]([C:23]4[CH:28]=[CH:27][CH:26]=[C:25]([F:29])[CH:24]=4)[CH:21]=3)[NH:16][N:15]=2)[CH2:10][CH2:9]1)(=[O:7])=[O:6].C([O-])([O-])=O.[K+].[K+].[OH:39][CH:40]1[CH2:45][CH2:44][NH:43][CH2:42][CH2:41]1. Product: [F:29][C:25]1[CH:24]=[C:23]([C:20]2[CH:21]=[C:22]3[C:17](=[C:18]([C:30]([NH2:32])=[O:31])[CH:19]=2)[NH:16][N:15]=[C:14]3[CH:11]2[CH2:12][CH2:13][N:8]([S:5]([CH2:4][CH2:3][CH2:2][N:43]3[CH2:44][CH2:45][CH:40]([OH:39])[CH2:41][CH2:42]3)(=[O:7])=[O:6])[CH2:9][CH2:10]2)[CH:28]=[CH:27][CH:26]=1. The catalyst class is: 3. (2) Reactant: [NH2:1][C:2]1[C:3]([CH2:9][C:10]([O:12][CH2:13][CH3:14])=[O:11])=[N:4][CH:5]=[C:6]([Cl:8])[CH:7]=1.C1C(=O)N([Br:22])C(=O)C1. Product: [NH2:1][C:2]1[C:3]([CH2:9][C:10]([O:12][CH2:13][CH3:14])=[O:11])=[N:4][C:5]([Br:22])=[C:6]([Cl:8])[CH:7]=1. The catalyst class is: 23. (3) Reactant: [F:1][C:2]1[CH:10]=[CH:9][CH:8]=[C:7]([N+:11]([O-:13])=[O:12])[C:3]=1[C:4]([OH:6])=[O:5].CO.[N+](=[CH2:18])=[N-]. Product: [CH3:18][O:5][C:4](=[O:6])[C:3]1[C:7]([N+:11]([O-:13])=[O:12])=[CH:8][CH:9]=[CH:10][C:2]=1[F:1]. The catalyst class is: 1. (4) Reactant: NC1C=CC(C(NC)=O)=CC=1.Cl.[CH2:13]([O:20][C:21]([N:23]1[CH2:28][CH2:27][CH:26]([NH:29][C:30]2[CH:35]=[CH:34][C:33]([C:36]([NH:38][CH3:39])=[O:37])=[CH:32][CH:31]=2)[CH2:25][CH2:24]1)=[O:22])[C:14]1[CH:19]=[CH:18][CH:17]=[CH:16][CH:15]=1.O=C1CCN(C(OCC2C=CC=CC=2)=O)CC1.C(O)(=O)C.[Cl:61]C(Cl)C.C(O[BH-](OC(=O)C)OC(=O)C)(=O)C.[Na+].[OH-].[Na+].Cl.C(O)(C)C. Product: [ClH:61].[CH2:13]([O:20][C:21]([N:23]1[CH2:28][CH2:27][CH:26]([NH:29][C:30]2[CH:35]=[CH:34][C:33]([C:36]([NH:38][CH3:39])=[O:37])=[CH:32][CH:31]=2)[CH2:25][CH2:24]1)=[O:22])[C:14]1[CH:19]=[CH:18][CH:17]=[CH:16][CH:15]=1. The catalyst class is: 6. (5) Reactant: [F:1][CH2:2][CH2:3][CH2:4][O:5][C:6]1[CH:7]=[C:8]([CH:11]=[CH:12][CH:13]=1)[CH:9]=[O:10].[BH4-].[Na+]. Product: [F:1][CH2:2][CH2:3][CH2:4][O:5][C:6]1[CH:7]=[C:8]([CH2:9][OH:10])[CH:11]=[CH:12][CH:13]=1. The catalyst class is: 40.